Dataset: NCI-60 drug combinations with 297,098 pairs across 59 cell lines. Task: Regression. Given two drug SMILES strings and cell line genomic features, predict the synergy score measuring deviation from expected non-interaction effect. (1) Drug 1: CC12CCC(CC1=CCC3C2CCC4(C3CC=C4C5=CN=CC=C5)C)O. Drug 2: COC1=C2C(=CC3=C1OC=C3)C=CC(=O)O2. Cell line: T-47D. Synergy scores: CSS=1.91, Synergy_ZIP=-2.52, Synergy_Bliss=-2.36, Synergy_Loewe=-4.27, Synergy_HSA=-2.09. (2) Drug 1: CN1CCC(CC1)COC2=C(C=C3C(=C2)N=CN=C3NC4=C(C=C(C=C4)Br)F)OC. Drug 2: COC1=C2C(=CC3=C1OC=C3)C=CC(=O)O2. Cell line: OVCAR-4. Synergy scores: CSS=9.05, Synergy_ZIP=-1.93, Synergy_Bliss=-0.924, Synergy_Loewe=-3.42, Synergy_HSA=-0.296. (3) Drug 1: C1C(C(OC1N2C=C(C(=O)NC2=O)F)CO)O. Drug 2: C1CC(C1)(C(=O)O)C(=O)O.[NH2-].[NH2-].[Pt+2]. Cell line: OVCAR-8. Synergy scores: CSS=21.4, Synergy_ZIP=-9.88, Synergy_Bliss=1.63, Synergy_Loewe=-18.4, Synergy_HSA=2.67. (4) Drug 1: CCCCCOC(=O)NC1=NC(=O)N(C=C1F)C2C(C(C(O2)C)O)O. Drug 2: C1=NC2=C(N=C(N=C2N1C3C(C(C(O3)CO)O)F)Cl)N. Cell line: OVCAR-5. Synergy scores: CSS=6.31, Synergy_ZIP=0.443, Synergy_Bliss=2.46, Synergy_Loewe=-0.149, Synergy_HSA=1.04. (5) Drug 1: C1=CN(C(=O)N=C1N)C2C(C(C(O2)CO)O)O.Cl. Drug 2: CC1=C(C=C(C=C1)NC(=O)C2=CC=C(C=C2)CN3CCN(CC3)C)NC4=NC=CC(=N4)C5=CN=CC=C5. Cell line: NCI-H322M. Synergy scores: CSS=-2.07, Synergy_ZIP=-1.83, Synergy_Bliss=-0.624, Synergy_Loewe=-4.61, Synergy_HSA=-3.83. (6) Drug 1: CC1=CC2C(CCC3(C2CCC3(C(=O)C)OC(=O)C)C)C4(C1=CC(=O)CC4)C. Drug 2: C(CN)CNCCSP(=O)(O)O. Cell line: PC-3. Synergy scores: CSS=-2.34, Synergy_ZIP=2.41, Synergy_Bliss=2.70, Synergy_Loewe=-0.559, Synergy_HSA=-0.247. (7) Drug 2: CC1=C2C(C(=O)C3(C(CC4C(C3C(C(C2(C)C)(CC1OC(=O)C(C(C5=CC=CC=C5)NC(=O)C6=CC=CC=C6)O)O)OC(=O)C7=CC=CC=C7)(CO4)OC(=O)C)O)C)OC(=O)C. Drug 1: C1=C(C(=O)NC(=O)N1)F. Cell line: OVCAR-8. Synergy scores: CSS=54.9, Synergy_ZIP=-2.97, Synergy_Bliss=-4.69, Synergy_Loewe=-3.57, Synergy_HSA=-2.83.